This data is from Full USPTO retrosynthesis dataset with 1.9M reactions from patents (1976-2016). The task is: Predict the reactants needed to synthesize the given product. (1) The reactants are: [F:1][C:2]1[CH:3]=[C:4]([CH:22]=[CH:23][CH:24]=1)[CH2:5][CH2:6][NH:7][C:8]1[N:16]=[C:15]([C:17]2[CH:18]=[N:19][NH:20][CH:21]=2)[CH:14]=[CH:13][C:9]=1[C:10](O)=[O:11].CN(C(ON1N=[N:40][C:35]2[CH:36]=[CH:37][CH:38]=[CH:39]C1=2)=[N+](C)C)C.F[P-](F)(F)(F)(F)F.C1C=CC2N(O)N=[N:55][C:53]=2C=1. Given the product [F:1][C:2]1[CH:3]=[C:4]([CH:22]=[CH:23][CH:24]=1)[CH2:5][CH2:6][NH:7][C:8]1[N:16]=[C:15]([C:17]2[CH:18]=[N:19][NH:20][CH:21]=2)[CH:14]=[CH:13][C:9]=1[C:10]([NH:55][CH2:53][C:38]1[CH:39]=[N:40][CH:35]=[CH:36][CH:37]=1)=[O:11], predict the reactants needed to synthesize it. (2) Given the product [Cl:22][C:17]1[CH:16]=[C:15]([N:10]2[CH2:11][CH2:12][N:8]([C:3]3[CH:4]=[N:5][CH:6]=[CH:7][C:2]=3[CH3:1])[C:9]2=[O:13])[CH:20]=[CH:19][C:18]=1[F:21], predict the reactants needed to synthesize it. The reactants are: [CH3:1][C:2]1[CH:7]=[CH:6][N:5]=[CH:4][C:3]=1[N:8]1[CH2:12][CH2:11][NH:10][C:9]1=[O:13].Br[C:15]1[CH:20]=[CH:19][C:18]([F:21])=[C:17]([Cl:22])[CH:16]=1.N[C@@H]1CCCC[C@H]1N.C(=O)([O-])[O-].[K+].[K+]. (3) Given the product [CH3:12][C:11]([CH3:13])([CH2:3][C:4]1[CH:9]=[CH:8][N:7]=[CH:6][CH:5]=1)[CH:10]=[O:14], predict the reactants needed to synthesize it. The reactants are: Br.Br[CH2:3][C:4]1[CH:9]=[CH:8][N:7]=[CH:6][CH:5]=1.[CH:10](=[O:14])[CH:11]([CH3:13])[CH3:12].[Br-].[OH-].[Na+]. (4) Given the product [CH3:29][N:30]1[CH:34]=[C:33]([C:2]2[CH:3]=[C:4]3[N:10]=[CH:9][N:8]([CH2:11][C:12]4[CH:28]=[CH:27][C:15]5[N:16]=[C:17]([NH:19][C@@H:20]6[CH2:25][CH2:24][CH2:23][CH2:22][C@H:21]6[OH:26])[S:18][C:14]=5[CH:13]=4)[C:5]3=[N:6][CH:7]=2)[CH:32]=[N:31]1, predict the reactants needed to synthesize it. The reactants are: Br[C:2]1[CH:3]=[C:4]2[N:10]=[CH:9][N:8]([CH2:11][C:12]3[CH:28]=[CH:27][C:15]4[N:16]=[C:17]([NH:19][C@@H:20]5[CH2:25][CH2:24][CH2:23][CH2:22][C@H:21]5[OH:26])[S:18][C:14]=4[CH:13]=3)[C:5]2=[N:6][CH:7]=1.[CH3:29][N:30]1[CH:34]=[C:33](B2OC(C)(C)C(C)(C)O2)[CH:32]=[N:31]1.C([O-])([O-])=O.[Na+].[Na+]. (5) Given the product [Cl:1][C:2]1[CH:3]=[C:4]([NH:9][C:10]2[C:19]3[C:14](=[CH:15][C:16]([O:34][CH2:35][CH:36]4[CH2:38][CH2:37]4)=[C:17]([NH:20][C:21](=[O:33])[CH:22]=[CH:23][CH2:24][N:25]([CH2:26][C:27]([OH:28])=[O:32])[CH2:30][C@H:29]([OH:40])[CH3:31])[CH:18]=3)[N:13]=[CH:12][N:11]=2)[CH:5]=[CH:6][C:7]=1[F:8], predict the reactants needed to synthesize it. The reactants are: [Cl:1][C:2]1[CH:3]=[C:4]([NH:9][C:10]2[C:19]3[C:14](=[CH:15][C:16]([O:34][CH2:35][CH:36]4[CH2:38][CH2:37]4)=[C:17]([NH:20][C:21](=[O:33])[CH:22]=[CH:23][CH2:24][N:25]4[CH2:30][C@@H:29]([CH3:31])[O:28][C:27](=[O:32])[CH2:26]4)[CH:18]=3)[N:13]=[CH:12][N:11]=2)[CH:5]=[CH:6][C:7]=1[F:8].Cl.[OH-:40].[Na+]. (6) The reactants are: [OH:1][C:2]1[CH:9]=[C:8]([O:10][CH3:11])[CH:7]=[CH:6][C:3]=1[C:4]#[N:5].Br[CH2:13][C:14]([O:16][C:17]([CH3:20])([CH3:19])[CH3:18])=[O:15].C([O-])([O-])=O.[K+].[K+]. Given the product [C:4]([C:3]1[CH:6]=[CH:7][C:8]([O:10][CH3:11])=[CH:9][C:2]=1[O:1][CH2:13][C:14]([O:16][C:17]([CH3:20])([CH3:19])[CH3:18])=[O:15])#[N:5], predict the reactants needed to synthesize it. (7) Given the product [C:1]([O:4][C@@H:5]([C@@H:35]1[C@@H:39]([O:40][C:41](=[O:43])[CH3:42])[C@@H:38]([O:44][C:45](=[O:47])[CH3:46])[C@@H:37]([N:48]2[CH:53]=[CH:52][C:51](=[O:54])[NH:50][C:49]2=[O:55])[O:36]1)[CH:6]([NH:7][CH2:8][CH2:9][CH2:10][NH:11][C:12](=[O:29])[C@@H:13]([NH2:14])[CH2:25][CH:26]([CH3:27])[CH3:28])[C:30]([O:32][CH2:33][CH3:34])=[O:31])(=[O:3])[CH3:2], predict the reactants needed to synthesize it. The reactants are: [C:1]([O:4][C@@H:5]([C@@H:35]1[C@@H:39]([O:40][C:41](=[O:43])[CH3:42])[C@@H:38]([O:44][C:45](=[O:47])[CH3:46])[C@H:37]([N:48]2[CH:53]=[CH:52][C:51](=[O:54])[NH:50][C:49]2=[O:55])[O:36]1)[CH:6]([C:30]([O:32][CH2:33][CH3:34])=[O:31])[NH:7][CH2:8][CH2:9][CH2:10][NH:11][C:12](=[O:29])[C@H:13]([CH2:25][CH:26]([CH3:28])[CH3:27])[NH:14]C(=O)OCC1C=CC=CC=1)(=[O:3])[CH3:2].